From a dataset of Catalyst prediction with 721,799 reactions and 888 catalyst types from USPTO. Predict which catalyst facilitates the given reaction. Reactant: [C:1]([C:5]1[CH:10]=[C:9]([C:11]([C:14]2[CH:19]=[CH:18][CH:17]=[CH:16][CH:15]=2)([CH3:13])[CH3:12])[C:8]([OH:20])=[C:7]([CH2:21]O)[CH:6]=1)([CH3:4])([CH3:3])[CH3:2].ClCCl.P(Br)(Br)[Br:27]. Product: [C:1]([C:5]1[CH:10]=[C:9]([C:11]([C:14]2[CH:19]=[CH:18][CH:17]=[CH:16][CH:15]=2)([CH3:13])[CH3:12])[C:8]([OH:20])=[C:7]([CH:6]=1)[CH2:21][Br:27])([CH3:4])([CH3:3])[CH3:2]. The catalyst class is: 6.